Dataset: Catalyst prediction with 721,799 reactions and 888 catalyst types from USPTO. Task: Predict which catalyst facilitates the given reaction. (1) Product: [O:31]=[C:22]1[C:23]2[C:28](=[CH:27][CH:26]=[CH:25][CH:24]=2)[C:29](=[O:30])[N:21]1[CH2:20][CH2:19][N:18]([CH2:17][CH2:16][N:7]1[C:8](=[O:15])[C:9]2[C:14](=[CH:13][CH:12]=[CH:11][CH:10]=2)[C:6]1=[O:5])[C:44]([CH2:43][O:42][CH2:41][C:40]([OH:47])=[O:46])=[O:45]. Reactant: C([O-])(=O)C.[O:5]=[C:6]1[C:14]2[C:9](=[CH:10][CH:11]=[CH:12][CH:13]=2)[C:8](=[O:15])[N:7]1[CH2:16][CH2:17][NH2+:18][CH2:19][CH2:20][N:21]1[C:29](=[O:30])[C:28]2[C:23](=[CH:24][CH:25]=[CH:26][CH:27]=2)[C:22]1=[O:31].CN(C)C(N(C)C)=N.[C:40]1(=[O:47])[O:46][C:44](=[O:45])[CH2:43][O:42][CH2:41]1. The catalyst class is: 2. (2) Reactant: [F:1][C:2]1[C:3]([NH2:17])=[N:4][C:5]([O:8][CH2:9][C:10]2[CH:15]=[CH:14][C:13]([F:16])=[CH:12][CH:11]=2)=[N:6][CH:7]=1.CC([O-])(C)C.[K+].CC(O)(C)C.[N+:29]([C:32]1[CH:37]=[CH:36][CH:35]=[CH:34][C:33]=1[S:38]Cl)([O-:31])=[O:30].Cl. Product: [F:1][C:2]1[C:3]([NH:17][S:38][C:33]2[CH:34]=[CH:35][CH:36]=[CH:37][C:32]=2[N+:29]([O-:31])=[O:30])=[N:4][C:5]([O:8][CH2:9][C:10]2[CH:11]=[CH:12][C:13]([F:16])=[CH:14][CH:15]=2)=[N:6][CH:7]=1. The catalyst class is: 6. (3) Reactant: [F:1][C:2]([C:5]1[CH:9]=[C:8]([NH:10][C:11](=[O:19])OC2C=CC=CC=2)[O:7][N:6]=1)([CH3:4])[CH3:3].[NH2:20][C:21]1[CH:22]=[C:23]([OH:27])[CH:24]=[CH:25][CH:26]=1.CN(C1C=CC=CN=1)C. Product: [F:1][C:2]([C:5]1[CH:9]=[C:8]([NH:10][C:11]([NH:20][C:21]2[CH:26]=[CH:25][CH:24]=[C:23]([OH:27])[CH:22]=2)=[O:19])[O:7][N:6]=1)([CH3:3])[CH3:4]. The catalyst class is: 1. (4) Reactant: C(OO)(C)(C)C.[CH3:7][S:8]([O:11][C:12]1[CH:17]=[CH:16][CH:15]=[C:14]([C:18]2([C:26]3[CH:31]=[CH:30][CH:29]=[C:28]([Br:32])[CH:27]=3)[C:22](=[O:23])[N:21]([CH3:24])[C:20](=S)[NH:19]2)[CH:13]=1)(=[O:10])=[O:9].[NH3:33]. Product: [CH3:7][S:8]([O:11][C:12]1[CH:17]=[CH:16][CH:15]=[C:14]([C:18]2([C:26]3[CH:31]=[CH:30][CH:29]=[C:28]([Br:32])[CH:27]=3)[C:22](=[O:23])[N:21]([CH3:24])[C:20]([NH2:33])=[N:19]2)[CH:13]=1)(=[O:10])=[O:9]. The catalyst class is: 5. (5) Reactant: C([CH:3]([CH2:7][C:8](Cl)=[O:9])[C:4](Cl)=[O:5])C.N1C(C)=CC=C[C:12]=1[CH3:18].[H][H].[O:21]1CCCC1. Product: [O:9]=[CH:8][CH2:7][CH2:3][C:4]([O:5][CH2:12][CH3:18])=[O:21]. The catalyst class is: 719. (6) Reactant: [C:1]1([CH2:7][O:8][C:9]2[CH:14]=[CH:13][C:12]([C:15]3[C:24]([C:25]([F:28])([F:27])[F:26])=[CH:23][C:22]4[C:17](=[CH:18][CH:19]=[CH:20][CH:21]=4)[C:16]=3[OH:29])=[CH:11][CH:10]=2)[CH:6]=[CH:5][CH:4]=[CH:3][CH:2]=1.F[C:31]1[CH:38]=[CH:37][C:34]([CH:35]=[O:36])=[CH:33][CH:32]=1.C([O-])([O-])=O.[Cs+].[Cs+]. Product: [C:1]1([CH2:7][O:8][C:9]2[CH:14]=[CH:13][C:12]([C:15]3[C:24]([C:25]([F:27])([F:28])[F:26])=[CH:23][C:22]4[C:17](=[CH:18][CH:19]=[CH:20][CH:21]=4)[C:16]=3[O:29][C:31]3[CH:38]=[CH:37][C:34]([CH:35]=[O:36])=[CH:33][CH:32]=3)=[CH:11][CH:10]=2)[CH:6]=[CH:5][CH:4]=[CH:3][CH:2]=1. The catalyst class is: 16. (7) Reactant: [CH3:1][S:2](Cl)(=[O:4])=[O:3].[Br:6][C:7]1[CH:8]=[C:9]([N:13]2[C:21]3[CH2:20][CH2:19][NH:18][CH2:17][C:16]=3[C:15]([C:22]([O:24][CH2:25][CH3:26])=[O:23])=[N:14]2)[CH:10]=[CH:11][CH:12]=1.C(N(CC)CC)C. Product: [Br:6][C:7]1[CH:8]=[C:9]([N:13]2[C:21]3[CH2:20][CH2:19][N:18]([S:2]([CH3:1])(=[O:4])=[O:3])[CH2:17][C:16]=3[C:15]([C:22]([O:24][CH2:25][CH3:26])=[O:23])=[N:14]2)[CH:10]=[CH:11][CH:12]=1. The catalyst class is: 4. (8) Reactant: [CH3:1][C:2]1([CH3:32])[CH:6]([C:7]2[CH:12]=[CH:11][C:10]([CH3:13])=[CH:9][CH:8]=2)[C:5]2[C:14]([CH3:31])=[C:15]([N:20]3[C:28](=O)[C:27]4[C:22](=[CH:23][CH:24]=[CH:25][CH:26]=4)[C:21]3=O)[C:16]([CH3:19])=[C:17]([CH3:18])[C:4]=2[O:3]1. Product: [CH3:1][C:2]1([CH3:32])[CH:6]([C:7]2[CH:8]=[CH:9][C:10]([CH3:13])=[CH:11][CH:12]=2)[C:5]2[C:14]([CH3:31])=[C:15]([N:20]3[CH2:21][C:22]4[C:27](=[CH:26][CH:25]=[CH:24][CH:23]=4)[CH2:28]3)[C:16]([CH3:19])=[C:17]([CH3:18])[C:4]=2[O:3]1. The catalyst class is: 81. (9) Reactant: Br[C:2]1[N:3]=[N:4][C:5]([C:12]2[CH:17]=[CH:16][C:15]([C:18]([F:21])([F:20])[F:19])=[CH:14][CH:13]=2)=[CH:6][C:7]=1[C:8]([F:11])([F:10])[F:9].CCN(C(C)C)C(C)C.[CH3:31][O:32][C:33]1[CH:40]=[CH:39][C:36]([CH2:37][NH2:38])=[CH:35][CH:34]=1. Product: [CH3:31][O:32][C:33]1[CH:40]=[CH:39][C:36]([CH2:37][NH:38][C:2]2[N:3]=[N:4][C:5]([C:12]3[CH:17]=[CH:16][C:15]([C:18]([F:21])([F:20])[F:19])=[CH:14][CH:13]=3)=[CH:6][C:7]=2[C:8]([F:11])([F:10])[F:9])=[CH:35][CH:34]=1. The catalyst class is: 14. (10) Reactant: C(N(CC)CC)C.Cl.[O:9]=[C:10]1[CH:15]([N:16]2[C:24](=[O:25])[C:23]3[C:18](=[CH:19][CH:20]=[CH:21][C:22]=3[CH2:26][NH:27][CH3:28])[C:17]2=[O:29])[CH2:14][CH2:13][C:12](=[O:30])[NH:11]1.[C:31]1([CH3:40])[CH:36]=[CH:35][CH:34]=[C:33]([N:37]=[C:38]=[O:39])[CH:32]=1. Product: [O:9]=[C:10]1[CH:15]([N:16]2[C:24](=[O:25])[C:23]3[C:18](=[CH:19][CH:20]=[CH:21][C:22]=3[CH2:26][N:27]([CH3:28])[C:38]([NH:37][C:33]3[CH:34]=[CH:35][CH:36]=[C:31]([CH3:40])[CH:32]=3)=[O:39])[C:17]2=[O:29])[CH2:14][CH2:13][C:12](=[O:30])[NH:11]1. The catalyst class is: 1.